This data is from Drug-target binding data from BindingDB using Ki measurements. The task is: Regression. Given a target protein amino acid sequence and a drug SMILES string, predict the binding affinity score between them. We predict pKi (pKi = -log10(Ki in M); higher means stronger inhibition). Dataset: bindingdb_ki. (1) The compound is N=C(N)c1cccc(Oc2cccc(Oc3cccc(C(=N)N)c3)n2)c1. The target protein (P00742) has sequence MGRPLHLVLLSASLAGLLLLGESLFIRREQANNILARVTRANSFLEEMKKGHLERECMEETCSYEEAREVFEDSDKTNEFWNKYKDGDQCETSPCQNQGKCKDGLGEYTCTCLEGFEGKNCELFTRKLCSLDNGDCDQFCHEEQNSVVCSCARGYTLADNGKACIPTGPYPCGKQTLERRKRSVAQATSSSGEAPDSITWKPYDAADLDPTENPFDLLDFNQTQPERGDNNLTRIVGGQECKDGECPWQALLINEENEGFCGGTILSEFYILTAAHCLYQAKRFKVRVGDRNTEQEEGGEAVHEVEVVIKHNRFTKETYDFDIAVLRLKTPITFRMNVAPACLPERDWAESTLMTQKTGIVSGFGRTHEKGRQSTRLKMLEVPYVDRNSCKLSSSFIITQNMFCAGYDTKQEDACQGDSGGPHVTRFKDTYFVTGIVSWGEGCARKGKYGIYTKVTAFLKWIDRSMKTRGLPKAKSHAPEVITSSPLK. The pKi is 7.3. (2) The drug is Cc1c(F)ccc2[nH]c(C(=O)N3CCN(C)CC3)cc12. The target protein (Q9H3N8) has sequence MPDTNSTINLSLSTRVTLAFFMSLVAFAIMLGNALVILAFVVDKNLRHRSSYFFLNLAISDFFVGVISIPLYIPHTLFEWDFGKEICVFWLTTDYLLCTASVYNIVLISYDRYLSVSNAVSYRTQHTGVLKIVTLMVAVWVLAFLVNGPMILVSESWKDEGSECEPGFFSEWYILAITSFLEFVIPVILVAYFNMNIYWSLWKRDHLSRCQSHPGLTAVSSNICGHSFRGRLSSRRSLSASTEVPASFHSERQRRKSSLMFSSRTKMNSNTIASKMGSFSQSDSVALHQREHVELLRARRLAKSLAILLGVFAVCWAPYSLFTIVLSFYSSATGPKSVWYRIAFWLQWFNSFVNPLLYPLCHKRFQKAFLKIFCIKKQPLPSQHSRSVSS. The pKi is 7.6. (3) The compound is O=C(c1ccccc1)P(=O)([O-])O. The target protein (P11444) has sequence MSEVLITGLRTRAVNVPLAYPVHTAVGTVGTAPLVLIDLATSAGVVGHSYLFAYTPVALKSLKQLLDDMAAMIVNEPLAPVSLEAMLAKRFCLAGYTGLIRMAAAGIDMAAWDALGKVHETPLVKLLGANARPVQAYDSHSLDGVKLATERAVTAAELGFRAVKTKIGYPALDQDLAVVRSIRQAVGDDFGIMVDYNQSLDVPAAIKRSQALQQEGVTWIEEPTLQHDYEGHQRIQSKLNVPVQMGENWLGPEEMFKALSIGACRLAMPDAMKIGGVTGWIRASALAQQFGIPMSSHLFQEISAHLLAATPTAHWLERLDLAGSVIEPTLTFEGGNAVIPDLPGVGIIWREKEIGKYLV. The pKi is 3.5. (4) The small molecule is O=C(CCCCN1C(=O)/C(=C/c2ccc(O)c(O)c2)SC1=S)NCc1ccc(Cl)c(Cl)c1. The target protein (P04036) has sequence MHDANIRVAIAGAGGRMGRQLIQAALALEGVQLGAALEREGSSLLGSDAGELAGAGKTGVTVQSSLDAVKDDFDVFIDFTRPEGTLNHLAFCRQHGKGMVIGTTGFDEAGKQAIRDAAADIAIVFAANFSVGVNVMLKLLEKAAKVMGDYTDIEIIEAHHRHKVDAPSGTALAMGEAIAHALDKDLKDCAVYSREGHTGERVPGTIGFATVRAGDIVGEHTAMFADIGERLEITHKASSRMTFANGAVRSALWLSGKESGLFDMRDVLDLNNL. The pKi is 4.3. (5) The small molecule is C/C=C\[C@@H]1C[C@H](C(=O)O)N[C@H]1[C@@H](NC(C)=O)[C@@H](O)CCCC. The target protein (P03474) has sequence MLPSTVQTLTLLLTSGGVLLSLYVSASLSYLLYSDVLLKFSSTKTTAPTMSLECTNASNAQTVNHSATKEMTFPPPEPEWTYPRLSCQGSTFQKALLISPHRFGEIKGNSAPLIIREPFVACGPKECRHFALTHYAAQPGGYYNGTRKDRNKLRHLVSVKLGKIPTVENSIFHMAAWSGSACHDGREWTYIGVDGPDNDALVKIKYGEAYTDTYHSYAHNILRTQESACNCIGGDCYLMITDGSASGISKCRFLKIREGRIIKEILPTGRVEHTEECTCGFASNKTIECACRDNSYTAKRPFVKLNVETDTAEIRLMCTKTYLDTPRPDDGSIAGPCESNGDKWLGGIKGGFVHQRMASKIGRWYSRTMSKTNRMGMELYVKYDGDPWTDSDALTLSGVMVSIEEPGWYSFGFEIKDKKCDVPCIGIEMVHDGGKDTWHSAATAIYCLMGSGQLLWDTVTGVDMAL. The pKi is 7.9. (6) The compound is CCc1[nH]c2cc(C)ccc2c1C1CCN(CCCSc2ccc(F)cc2)CC1. The target protein (P51678) has sequence MAFNTDEIKTVVESFETTPYEYEWAPPCEKVRIKELGSWLLPPLYSLVFIIGLLGNMMVVLILIKYRKLQIMTNIYLFNLAISDLLFLFTVPFWIHYVLWNEWGFGHYMCKMLSGFYYLALYSEIFFIILLTIDRYLAIVHAVFALRARTVTFATITSIITWGLAGLAALPEFIFHESQDSFGEFSCSPRYPEGEEDSWKRFHALRMNIFGLALPLLIMVICYSGIIKTLLRCPNKKKHKAIRLIFVVMIVFFIFWTPYNLVLLFSAFHSTFLETSCQQSKHLDLAMQVTEVIAYTHCCINPVIYAFVGERFRKHLRLFFHRNVAVYLGKYIPFLPGEKMERTSSVSPSTGEQEISVVF. The pKi is 7.3. (7) The compound is CN1C2CCC1[C@@H](Cc1ccccc1)C(=O)[C@H]2Cc1ccccc1. The target protein (Q01827) has sequence MALSDLVLLRWLRDSRHSRKLILFIVFLALLLDNMLLTVVVPIIPSYLYSIKHEKNSTEIQTTRPELVVSTSESIFSYYNNSTVLITGNATGTLPGGQSHKATSTQHTVANTTVPSDCPSEDRDLLNENVQVGLLFASKATVQLLTNPFIGLLTNRIGYPIPMFAGFCIMFISTVMFAFSSSYAFLLIARSLQGIGSSCSSVAGMGMLASVYTDDEERGKPMGIALGGLAMGVLVGPPFGSVLYEFVGKTAPFLVLAALVLLDGAIQLFVLQPSRVQPESQKGTPLTTLLKDPYILIAAGSICFANMGIAMLEPALPIWMMETMCSRKWQLGVAFLPASISYLIGTNIFGILAHKMGRWLCALLGMVIVGISILCIPFAKNIYGLIAPNFGVGFAIGMVDSSMMPIMGYLVDLRHVSVYGSVYAIADVAFCMGYAIGPSAGGAIAKAIGFPWLMTIIGIIDIAFAPLCFFLRSPPAKEEKMAILMDHNCPIKRKMYTQNN.... The pKi is 4.0.